This data is from Full USPTO retrosynthesis dataset with 1.9M reactions from patents (1976-2016). The task is: Predict the reactants needed to synthesize the given product. Given the product [C:1]([NH:5][C:6]1[C:7]([Cl:26])=[N:8][C:9]2[C:14]([N:15]=1)=[C:13]([C:16](=[O:18])[CH3:17])[CH:12]=[CH:11][CH:10]=2)([CH3:4])([CH3:3])[CH3:2], predict the reactants needed to synthesize it. The reactants are: [C:1]([NH:5][C:6]1[C:7](F)=[N:8][C:9]2[C:14]([N:15]=1)=[C:13]([C:16](=[O:18])[CH3:17])[CH:12]=[CH:11][CH:10]=2)([CH3:4])([CH3:3])[CH3:2].O1CCOCC1.[ClH:26].